This data is from Catalyst prediction with 721,799 reactions and 888 catalyst types from USPTO. The task is: Predict which catalyst facilitates the given reaction. (1) Reactant: [CH3:1][C:2]1[C:10]2[C:5](=[CH:6][C:7]([N+:11]([O-])=O)=[CH:8][CH:9]=2)[N:4]([S:14]([C:17]2[CH:22]=[CH:21][C:20]([CH3:23])=[CH:19][CH:18]=2)(=[O:16])=[O:15])[N:3]=1.[H][H]. Product: [CH3:1][C:2]1[C:10]2[C:5](=[CH:6][C:7]([NH2:11])=[CH:8][CH:9]=2)[N:4]([S:14]([C:17]2[CH:22]=[CH:21][C:20]([CH3:23])=[CH:19][CH:18]=2)(=[O:16])=[O:15])[N:3]=1. The catalyst class is: 19. (2) Reactant: Cl.[CH3:2][C:3]1([CH2:9][OH:10])[CH2:8][CH2:7][NH:6][CH2:5][CH2:4]1.Cl[C:12]1[N:17]=[CH:16][C:15]([B:18]([OH:20])[OH:19])=[CH:14][N:13]=1.C(N(CC)CC)C. Product: [OH:10][CH2:9][C:3]1([CH3:2])[CH2:8][CH2:7][N:6]([C:12]2[N:17]=[CH:16][C:15]([B:18]([OH:20])[OH:19])=[CH:14][N:13]=2)[CH2:5][CH2:4]1. The catalyst class is: 8. (3) Reactant: Br[C:2]1[S:3][C:4]([Br:15])=[C:5]([CH2:7][C:8]2[CH:13]=[CH:12][C:11]([Cl:14])=[CH:10][CH:9]=2)[N:6]=1.[N:16]1[CH:21]=[CH:20][C:19](B(O)O)=[CH:18][CH:17]=1.C(=O)([O-])[O-].[Na+].[Na+]. Product: [Br:15][C:4]1[S:3][C:2]([C:19]2[CH:20]=[CH:21][N:16]=[CH:17][CH:18]=2)=[N:6][C:5]=1[CH2:7][C:8]1[CH:13]=[CH:12][C:11]([Cl:14])=[CH:10][CH:9]=1. The catalyst class is: 438. (4) Reactant: C(Cl)Cl.[F:4][C:5]1[CH:6]=[C:7]2[C:25](=[CH:26][CH:27]=1)[O:24][CH2:23][CH2:22][NH:21][CH2:20][C:19]1=[C:28]3[N:29]=[C:13]([CH:14]=[CH:15][N:16]3[N:17]=[CH:18]1)[N:12]1[C@@H:8]2[CH2:9][CH2:10][CH2:11]1.CCN(C(C)C)C(C)C.[CH3:39][S:40](Cl)(=[O:42])=[O:41]. Product: [F:4][C:5]1[CH:6]=[C:7]2[C:25](=[CH:26][CH:27]=1)[O:24][CH2:23][CH2:22][N:21]([S:40]([CH3:39])(=[O:42])=[O:41])[CH2:20][C:19]1=[C:28]3[N:29]=[C:13]([CH:14]=[CH:15][N:16]3[N:17]=[CH:18]1)[N:12]1[C@@H:8]2[CH2:9][CH2:10][CH2:11]1. The catalyst class is: 5.